Task: Predict the reactants needed to synthesize the given product.. Dataset: Full USPTO retrosynthesis dataset with 1.9M reactions from patents (1976-2016) (1) Given the product [CH2:1]([N:8]1[C:13](=[O:14])[C:12]([CH3:15])=[C:11]2[S:16][C:17]([CH:30]([OH:39])[CH:31]=[CH:32][C:33]3[CH:38]=[CH:37][CH:36]=[CH:35][CH:34]=3)=[CH:18][N:10]2[C:9]1=[O:19])[C:2]1[CH:3]=[CH:4][CH:5]=[CH:6][CH:7]=1, predict the reactants needed to synthesize it. The reactants are: [CH2:1]([N:8]1[C:13](=[O:14])[C:12]([CH3:15])=[C:11]2[S:16][CH:17]=[CH:18][N:10]2[C:9]1=[O:19])[C:2]1[CH:7]=[CH:6][CH:5]=[CH:4][CH:3]=1.C[Si](C)(C)N[Si](C)(C)C.[Li].[CH:30](=[O:39])/[CH:31]=[CH:32]/[C:33]1[CH:38]=[CH:37][CH:36]=[CH:35][CH:34]=1.[Cl-].[NH4+]. (2) The reactants are: [CH3:1][C:2]1([CH3:14])[CH2:11][CH2:10][C:9]2[C:4](=[CH:5][CH:6]=[C:7]([CH:12]=O)[CH:8]=2)[O:3]1.[NH:15]1[C:23]2[C:18](=[CH:19][CH:20]=[CH:21][CH:22]=2)[CH2:17][C:16]1=[O:24]. Given the product [CH3:1][C:2]1([CH3:14])[CH2:11][CH2:10][C:9]2[C:4](=[CH:5][CH:6]=[C:7]([CH:12]=[C:17]3[C:18]4[C:23](=[CH:22][CH:21]=[CH:20][CH:19]=4)[NH:15][C:16]3=[O:24])[CH:8]=2)[O:3]1, predict the reactants needed to synthesize it.